This data is from Peptide-MHC class I binding affinity with 185,985 pairs from IEDB/IMGT. The task is: Regression. Given a peptide amino acid sequence and an MHC pseudo amino acid sequence, predict their binding affinity value. This is MHC class I binding data. (1) The peptide sequence is FTDISMSLYK. The MHC is HLA-A33:01 with pseudo-sequence HLA-A33:01. The binding affinity (normalized) is 0.229. (2) The peptide sequence is WQSVGHMMV. The MHC is HLA-A02:03 with pseudo-sequence HLA-A02:03. The binding affinity (normalized) is 0.542.